Task: Predict the reactants needed to synthesize the given product.. Dataset: Full USPTO retrosynthesis dataset with 1.9M reactions from patents (1976-2016) (1) Given the product [Br:1][CH2:2][CH2:3][CH2:4][CH2:5][CH2:6][CH2:7][C:8]([Cl:14])=[O:10], predict the reactants needed to synthesize it. The reactants are: [Br:1][CH2:2][CH2:3][CH2:4][CH2:5][CH2:6][CH2:7][C:8]([OH:10])=O.C(Cl)(=O)C([Cl:14])=O.CN(C=O)C. (2) The reactants are: [C:1]([O:5][C:6]([N:8]1[CH2:13][CH2:12][N:11]([C:14](=[O:31])[CH2:15][O:16][C:17]2[C:26]3[C:21](=[CH:22][C:23]([CH3:27])=[CH:24][CH:25]=3)[N:20]=[C:19]([C:28](O)=[O:29])[CH:18]=2)[CH2:10][CH2:9]1)=[O:7])([CH3:4])([CH3:3])[CH3:2].CCN(C(C)C)C(C)C.CN(C(ON1N=NC2C=CC=NC1=2)=[N+](C)C)C.F[P-](F)(F)(F)(F)F.[CH2:65]([O:69][C:70]([N:72]1[CH2:77][CH2:76][N:75]([C:78](=[O:83])[C@@H:79]([NH2:82])[CH2:80][F:81])[CH2:74][CH2:73]1)=[O:71])[CH2:66][CH2:67][CH3:68]. Given the product [CH2:65]([O:69][C:70]([N:72]1[CH2:73][CH2:74][N:75]([C:78](=[O:83])[C@@H:79]([NH:82][C:28]([C:19]2[CH:18]=[C:17]([O:16][CH2:15][C:14]([N:11]3[CH2:12][CH2:13][N:8]([C:6]([O:5][C:1]([CH3:4])([CH3:2])[CH3:3])=[O:7])[CH2:9][CH2:10]3)=[O:31])[C:26]3[C:21](=[CH:22][C:23]([CH3:27])=[CH:24][CH:25]=3)[N:20]=2)=[O:29])[CH2:80][F:81])[CH2:76][CH2:77]1)=[O:71])[CH2:66][CH2:67][CH3:68], predict the reactants needed to synthesize it.